This data is from Reaction yield outcomes from USPTO patents with 853,638 reactions. The task is: Predict the reaction yield, written as a fraction of the theoretical maximum amount of product (1.0 means a 100% yield; for example, 0.34 means a 34% yield). (1) The reactants are C(N(CC)CC)C.[CH3:8][C:9]1[N:10]([CH2:20][CH2:21][OH:22])[CH:11]=[C:12]([C:14]2[CH:19]=[CH:18][CH:17]=[CH:16][CH:15]=2)[CH:13]=1.[C:23](Cl)(=[O:25])[CH3:24]. The catalyst is ClCCl. The product is [C:23]([O:22][CH2:21][CH2:20][N:10]1[CH:11]=[C:12]([C:14]2[CH:19]=[CH:18][CH:17]=[CH:16][CH:15]=2)[CH:13]=[C:9]1[CH3:8])(=[O:25])[CH3:24]. The yield is 0.960. (2) The reactants are [CH3:1][C:2]1[CH:3]=[C:4]([CH:26]=[CH:27][C:28]=1[OH:29])[NH:5][C:6]1[C:15]2[C:10](=[CH:11][C:12]([O:24][CH3:25])=[CH:13][C:14]=2[O:16][CH:17]2[CH2:22][CH2:21][N:20]([CH3:23])[CH2:19][CH2:18]2)[N:9]=[CH:8][N:7]=1.Cl[CH2:31][C:32]1[CH:36]=[C:35]([CH3:37])[O:34][N:33]=1. No catalyst specified. The product is [CH3:1][C:2]1[CH:3]=[C:4]([CH:26]=[CH:27][C:28]=1[O:29][CH2:31][C:32]1[CH:36]=[C:35]([CH3:37])[O:34][N:33]=1)[NH:5][C:6]1[C:15]2[C:10](=[CH:11][C:12]([O:24][CH3:25])=[CH:13][C:14]=2[O:16][CH:17]2[CH2:22][CH2:21][N:20]([CH3:23])[CH2:19][CH2:18]2)[N:9]=[CH:8][N:7]=1. The yield is 0.810. (3) The reactants are [CH:1]1([NH:4][CH2:5][CH2:6][CH2:7][NH:8][C:9]([C@@H:11]([NH:16][C:17]([C:19]2[S:20][C:21]3[CH:27]=[CH:26][CH:25]=[CH:24][C:22]=3[CH:23]=2)=[O:18])[CH2:12][CH:13]([CH3:15])[CH3:14])=[O:10])[CH2:3][CH2:2]1.[C:28]([C:30]1[CH:35]=[CH:34][CH:33]=[CH:32][C:31]=1[S:36](Cl)(=[O:38])=[O:37])#[N:29].C(N(CC)CC)C. The catalyst is ClCCl. The product is [C:28]([C:30]1[CH:35]=[CH:34][CH:33]=[CH:32][C:31]=1[S:36]([N:4]([CH:1]1[CH2:3][CH2:2]1)[CH2:5][CH2:6][CH2:7][NH:8][C:9]([C@@H:11]([NH:16][C:17]([C:19]1[S:20][C:21]2[CH:27]=[CH:26][CH:25]=[CH:24][C:22]=2[CH:23]=1)=[O:18])[CH2:12][CH:13]([CH3:15])[CH3:14])=[O:10])(=[O:38])=[O:37])#[N:29]. The yield is 0.720.